From a dataset of NCI-60 drug combinations with 297,098 pairs across 59 cell lines. Regression. Given two drug SMILES strings and cell line genomic features, predict the synergy score measuring deviation from expected non-interaction effect. (1) Drug 1: CC1=C(C=C(C=C1)C(=O)NC2=CC(=CC(=C2)C(F)(F)F)N3C=C(N=C3)C)NC4=NC=CC(=N4)C5=CN=CC=C5. Drug 2: CC1=C(C(=O)C2=C(C1=O)N3CC4C(C3(C2COC(=O)N)OC)N4)N. Cell line: MDA-MB-435. Synergy scores: CSS=0.249, Synergy_ZIP=1.92, Synergy_Bliss=1.45, Synergy_Loewe=-10.2, Synergy_HSA=-5.63. (2) Drug 1: CC1=C(N=C(N=C1N)C(CC(=O)N)NCC(C(=O)N)N)C(=O)NC(C(C2=CN=CN2)OC3C(C(C(C(O3)CO)O)O)OC4C(C(C(C(O4)CO)O)OC(=O)N)O)C(=O)NC(C)C(C(C)C(=O)NC(C(C)O)C(=O)NCCC5=NC(=CS5)C6=NC(=CS6)C(=O)NCCC[S+](C)C)O. Synergy scores: CSS=42.2, Synergy_ZIP=10.9, Synergy_Bliss=13.3, Synergy_Loewe=-36.4, Synergy_HSA=13.9. Drug 2: C(CN)CNCCSP(=O)(O)O. Cell line: CCRF-CEM. (3) Drug 1: C1CC(C1)(C(=O)O)C(=O)O.[NH2-].[NH2-].[Pt+2]. Drug 2: N.N.Cl[Pt+2]Cl. Cell line: HS 578T. Synergy scores: CSS=4.47, Synergy_ZIP=-3.10, Synergy_Bliss=-0.401, Synergy_Loewe=-6.96, Synergy_HSA=-1.31. (4) Drug 1: C1=NC(=NC(=O)N1C2C(C(C(O2)CO)O)O)N. Drug 2: CS(=O)(=O)CCNCC1=CC=C(O1)C2=CC3=C(C=C2)N=CN=C3NC4=CC(=C(C=C4)OCC5=CC(=CC=C5)F)Cl. Cell line: MCF7. Synergy scores: CSS=14.0, Synergy_ZIP=-2.27, Synergy_Bliss=-0.505, Synergy_Loewe=0.624, Synergy_HSA=1.01. (5) Drug 1: COC1=C(C=C2C(=C1)N=CN=C2NC3=CC(=C(C=C3)F)Cl)OCCCN4CCOCC4. Drug 2: C1=C(C(=O)NC(=O)N1)N(CCCl)CCCl. Cell line: MDA-MB-231. Synergy scores: CSS=24.3, Synergy_ZIP=-5.36, Synergy_Bliss=-2.49, Synergy_Loewe=-0.277, Synergy_HSA=1.41. (6) Drug 1: CC1CCC2CC(C(=CC=CC=CC(CC(C(=O)C(C(C(=CC(C(=O)CC(OC(=O)C3CCCCN3C(=O)C(=O)C1(O2)O)C(C)CC4CCC(C(C4)OC)O)C)C)O)OC)C)C)C)OC. Drug 2: C(CC(=O)O)C(=O)CN.Cl. Cell line: 786-0. Synergy scores: CSS=19.5, Synergy_ZIP=-7.45, Synergy_Bliss=-1.23, Synergy_Loewe=-6.37, Synergy_HSA=-0.414. (7) Drug 1: C1=CC=C(C(=C1)C(C2=CC=C(C=C2)Cl)C(Cl)Cl)Cl. Drug 2: CCC1(C2=C(COC1=O)C(=O)N3CC4=CC5=C(C=CC(=C5CN(C)C)O)N=C4C3=C2)O.Cl. Cell line: NCI-H522. Synergy scores: CSS=33.8, Synergy_ZIP=3.81, Synergy_Bliss=5.00, Synergy_Loewe=-18.8, Synergy_HSA=5.17. (8) Drug 1: CC1OCC2C(O1)C(C(C(O2)OC3C4COC(=O)C4C(C5=CC6=C(C=C35)OCO6)C7=CC(=C(C(=C7)OC)O)OC)O)O. Drug 2: C(CN)CNCCSP(=O)(O)O. Cell line: K-562. Synergy scores: CSS=27.3, Synergy_ZIP=1.26, Synergy_Bliss=5.34, Synergy_Loewe=-9.93, Synergy_HSA=4.51. (9) Drug 1: C(CN)CNCCSP(=O)(O)O. Drug 2: N.N.Cl[Pt+2]Cl. Cell line: T-47D. Synergy scores: CSS=21.9, Synergy_ZIP=-6.56, Synergy_Bliss=5.22, Synergy_Loewe=5.87, Synergy_HSA=5.95.